From a dataset of Experimentally validated miRNA-target interactions with 360,000+ pairs, plus equal number of negative samples. Binary Classification. Given a miRNA mature sequence and a target amino acid sequence, predict their likelihood of interaction. Result: 0 (no interaction). The miRNA is hsa-miR-6758-3p with sequence ACUCAUUCUCCUCUGUCCAG. The protein sequence of the target gene is MGKQNSKLRPEVLQDLRENTEFTDHELQEWYKGFLKDCPTGHLTVDEFKKIYANFFPYGDASKFAEHVFRTFDTNGDGTIDFREFIIALSVTSRGKLEQKLKWAFSMYDLDGNGYISRSEMLEIVQAIYKMVSSVMKMPEDESTPEKRTDKIFRQMDTNNDGKLSLEEFIRGAKSDPSIVRLLQCDPSSASQF.